From a dataset of TCR-epitope binding with 47,182 pairs between 192 epitopes and 23,139 TCRs. Binary Classification. Given a T-cell receptor sequence (or CDR3 region) and an epitope sequence, predict whether binding occurs between them. (1) The TCR CDR3 sequence is CASSLWGSGNTIYF. Result: 0 (the TCR does not bind to the epitope). The epitope is IQYIDIGNY. (2) The epitope is SSNVANYQK. The TCR CDR3 sequence is CSVGSGTDTQYF. Result: 1 (the TCR binds to the epitope). (3) The epitope is QECVRGTTVL. The TCR CDR3 sequence is CASSYSIGDEQFF. Result: 1 (the TCR binds to the epitope). (4) The epitope is RAKFKQLL. The TCR CDR3 sequence is CASSQETFTGSPLHF. Result: 1 (the TCR binds to the epitope). (5) The epitope is EEHVQIHTI. The TCR CDR3 sequence is CASSRDYYEQYF. Result: 1 (the TCR binds to the epitope).